This data is from Forward reaction prediction with 1.9M reactions from USPTO patents (1976-2016). The task is: Predict the product of the given reaction. Given the reactants FC(F)(F)C(O)=O.C(OC([N:15]1[CH2:20][CH2:19][CH:18]([N:21]([CH2:23][C:24]2[CH:29]=[CH:28][C:27]([CH2:30][CH2:31][C:32]#[C:33][C:34]3[CH:39]=[CH:38][C:37]([C:40]4[CH:45]=[CH:44][C:43]([Cl:46])=[CH:42][CH:41]=4)=[CH:36][N:35]=3)=[CH:26][CH:25]=2)[CH3:22])[CH2:17][CH2:16]1)=O)(C)(C)C, predict the reaction product. The product is: [Cl:46][C:43]1[CH:44]=[CH:45][C:40]([C:37]2[CH:38]=[CH:39][C:34]([C:33]#[C:32][CH2:31][CH2:30][C:27]3[CH:26]=[CH:25][C:24]([CH2:23][N:21]([CH3:22])[CH:18]4[CH2:19][CH2:20][NH:15][CH2:16][CH2:17]4)=[CH:29][CH:28]=3)=[N:35][CH:36]=2)=[CH:41][CH:42]=1.